Task: Regression. Given two drug SMILES strings and cell line genomic features, predict the synergy score measuring deviation from expected non-interaction effect.. Dataset: NCI-60 drug combinations with 297,098 pairs across 59 cell lines (1) Drug 1: C1CC(C1)(C(=O)O)C(=O)O.[NH2-].[NH2-].[Pt+2]. Drug 2: CCN(CC)CCNC(=O)C1=C(NC(=C1C)C=C2C3=C(C=CC(=C3)F)NC2=O)C. Cell line: OVCAR-8. Synergy scores: CSS=7.89, Synergy_ZIP=-2.42, Synergy_Bliss=-0.313, Synergy_Loewe=0.0318, Synergy_HSA=0.199. (2) Drug 1: C1C(C(OC1N2C=NC3=C(N=C(N=C32)Cl)N)CO)O. Drug 2: CC1CCC2CC(C(=CC=CC=CC(CC(C(=O)C(C(C(=CC(C(=O)CC(OC(=O)C3CCCCN3C(=O)C(=O)C1(O2)O)C(C)CC4CCC(C(C4)OC)OCCO)C)C)O)OC)C)C)C)OC. Cell line: TK-10. Synergy scores: CSS=19.4, Synergy_ZIP=-8.36, Synergy_Bliss=-0.877, Synergy_Loewe=-10.7, Synergy_HSA=-0.0791. (3) Drug 1: C1C(C(OC1N2C=C(C(=O)NC2=O)F)CO)O. Drug 2: CCN(CC)CCCC(C)NC1=C2C=C(C=CC2=NC3=C1C=CC(=C3)Cl)OC. Cell line: SW-620. Synergy scores: CSS=40.0, Synergy_ZIP=-1.97, Synergy_Bliss=0.527, Synergy_Loewe=1.72, Synergy_HSA=4.57. (4) Cell line: CAKI-1. Drug 2: CN(C(=O)NC(C=O)C(C(C(CO)O)O)O)N=O. Drug 1: C1CN1C2=NC(=NC(=N2)N3CC3)N4CC4. Synergy scores: CSS=25.9, Synergy_ZIP=-13.5, Synergy_Bliss=-5.39, Synergy_Loewe=-36.9, Synergy_HSA=-4.98. (5) Synergy scores: CSS=21.9, Synergy_ZIP=-3.47, Synergy_Bliss=6.49, Synergy_Loewe=-3.15, Synergy_HSA=0.172. Cell line: M14. Drug 2: C1CC(=O)NC(=O)C1N2C(=O)C3=CC=CC=C3C2=O. Drug 1: C1CN(CCN1C(=O)CCBr)C(=O)CCBr. (6) Drug 1: CN1CCC(CC1)COC2=C(C=C3C(=C2)N=CN=C3NC4=C(C=C(C=C4)Br)F)OC. Drug 2: CCCCCOC(=O)NC1=NC(=O)N(C=C1F)C2C(C(C(O2)C)O)O. Cell line: M14. Synergy scores: CSS=3.81, Synergy_ZIP=2.42, Synergy_Bliss=5.85, Synergy_Loewe=2.65, Synergy_HSA=2.90. (7) Drug 1: C1=C(C(=O)NC(=O)N1)N(CCCl)CCCl. Drug 2: CCCCC(=O)OCC(=O)C1(CC(C2=C(C1)C(=C3C(=C2O)C(=O)C4=C(C3=O)C=CC=C4OC)O)OC5CC(C(C(O5)C)O)NC(=O)C(F)(F)F)O. Cell line: NCI-H522. Synergy scores: CSS=23.7, Synergy_ZIP=-1.87, Synergy_Bliss=-4.00, Synergy_Loewe=-3.78, Synergy_HSA=-3.68.